Dataset: Forward reaction prediction with 1.9M reactions from USPTO patents (1976-2016). Task: Predict the product of the given reaction. (1) Given the reactants [Si:1]([O:8][C@@H:9]([CH3:12])[CH:10]=O)([C:4]([CH3:7])([CH3:6])[CH3:5])([CH3:3])[CH3:2].[CH3:13][O:14][C:15]1[CH:20]=[CH:19][C:18]([CH2:21][NH2:22])=[CH:17][CH:16]=1.[O-]S([O-])(=O)=O.[Mg+2], predict the reaction product. The product is: [Si:1]([O:8][C@@H:9]([CH3:12])/[CH:10]=[N:22]/[CH2:21][C:18]1[CH:19]=[CH:20][C:15]([O:14][CH3:13])=[CH:16][CH:17]=1)([C:4]([CH3:5])([CH3:6])[CH3:7])([CH3:2])[CH3:3]. (2) Given the reactants C(=O)([O-])[O-].[K+].[K+].Cl.[C:8]1([NH:14][NH2:15])[CH:13]=[CH:12][CH:11]=[CH:10][CH:9]=1.O=[C:17]([C:24]1[CH:29]=[C:28]([F:30])[C:27]([F:31])=[CH:26][C:25]=1[F:32])[CH2:18][C:19](OCC)=[O:20], predict the reaction product. The product is: [C:8]1([N:14]2[C:19](=[O:20])[CH2:18][C:17]([C:24]3[CH:29]=[C:28]([F:30])[C:27]([F:31])=[CH:26][C:25]=3[F:32])=[N:15]2)[CH:13]=[CH:12][CH:11]=[CH:10][CH:9]=1.